Dataset: Full USPTO retrosynthesis dataset with 1.9M reactions from patents (1976-2016). Task: Predict the reactants needed to synthesize the given product. Given the product [Cl:40][C:37]1[CH:36]=[CH:35][C:34]([C:32]2[N:33]=[C:29]([NH:28][C:10]([C:9]3[CH:13]=[CH:14][C:6]([O:21][C:22](=[O:26])[CH2:23][CH2:45][CH3:46])=[C:7]([O:15][CH3:16])[CH:8]=3)=[O:12])[S:30][CH:31]=2)=[CH:39][CH:38]=1, predict the reactants needed to synthesize it. The reactants are: C([C:6]1[CH:14]=[CH:13][C:9]([C:10]([OH:12])=O)=[CH:8][C:7]=1[O:15][CH3:16])(=O)CCC.CN(C=[O:21])C.[C:22](Cl)(=[O:26])[C:23](Cl)=O.[NH2:28][C:29]1[S:30][CH:31]=[C:32]([C:34]2[CH:39]=[CH:38][C:37]([Cl:40])=[CH:36][CH:35]=2)[N:33]=1.N1[CH:46]=[CH:45]C=CC=1.